From a dataset of Forward reaction prediction with 1.9M reactions from USPTO patents (1976-2016). Predict the product of the given reaction. (1) Given the reactants Cl[C:2]1[N:3]=[CH:4][C:5]2[N:11]([CH3:12])[C:10](=[O:13])[C:9]([F:15])([F:14])[CH2:8][N:7]([CH:16]3[CH2:19][CH2:18][CH2:17]3)[C:6]=2[N:20]=1.O.C1(C)C(S(O)(=O)=O)=CC=CC=1.[NH2:33][C:34]1[CH:49]=[CH:48][C:37]([C:38]([NH:40][CH:41]2[CH2:46][CH2:45][N:44]([CH3:47])[CH2:43][CH2:42]2)=[O:39])=[CH:36][CH:35]=1, predict the reaction product. The product is: [CH:16]1([N:7]2[CH2:8][C:9]([F:15])([F:14])[C:10](=[O:13])[N:11]([CH3:12])[C:5]3[CH:4]=[N:3][C:2]([NH:33][C:34]4[CH:35]=[CH:36][C:37]([C:38]([NH:40][CH:41]5[CH2:46][CH2:45][N:44]([CH3:47])[CH2:43][CH2:42]5)=[O:39])=[CH:48][CH:49]=4)=[N:20][C:6]2=3)[CH2:19][CH2:18][CH2:17]1. (2) Given the reactants [F:1][C:2]1[CH:27]=[CH:26][CH:25]=[C:24]([F:28])[C:3]=1[CH2:4][N:5]1[C:9]2[CH:10]=[CH:11][CH:12]=[C:13]([C:14]#[N:15])[C:8]=2[N:7]=[C:6]1[C:16]1[C:21]([F:22])=[CH:20][CH:19]=[CH:18][C:17]=1[F:23].C([O-])([O-])=[O:30].[Na+].[Na+].OO, predict the reaction product. The product is: [F:1][C:2]1[CH:27]=[CH:26][CH:25]=[C:24]([F:28])[C:3]=1[CH2:4][N:5]1[C:9]2[CH:10]=[CH:11][CH:12]=[C:13]([C:14]([NH2:15])=[O:30])[C:8]=2[N:7]=[C:6]1[C:16]1[C:17]([F:23])=[CH:18][CH:19]=[CH:20][C:21]=1[F:22]. (3) Given the reactants C1C=C[NH+]=CC=1.[O-][Cr](Cl)(=O)=O.[OH:12][C@H:13]1[CH2:17][N:16]([C:18]([O:20][C:21]([CH3:24])([CH3:23])[CH3:22])=[O:19])[C@H:15]([C:25]([O:27][CH3:28])=[O:26])[CH2:14]1.CCOC(C)=O, predict the reaction product. The product is: [O:12]=[C:13]1[CH2:17][N:16]([C:18]([O:20][C:21]([CH3:22])([CH3:23])[CH3:24])=[O:19])[C@H:15]([C:25]([O:27][CH3:28])=[O:26])[CH2:14]1. (4) Given the reactants [Br:1][C:2]1[N:6]2[C:7](=[O:13])[CH:8]=[C:9]([CH2:11]Cl)[N:10]=[C:5]2[S:4][C:3]=1[CH3:14].[CH:15]1([C:18]2[NH:22][N:21]=[C:20]([C:23]([F:26])([F:25])[F:24])[C:19]=2[F:27])[CH2:17][CH2:16]1.[I-].[K+].C(=O)([O-])[O-].[K+].[K+], predict the reaction product. The product is: [Br:1][C:2]1[N:6]2[C:7](=[O:13])[CH:8]=[C:9]([CH2:11][N:21]3[C:20]([C:23]([F:24])([F:26])[F:25])=[C:19]([F:27])[C:18]([CH:15]4[CH2:16][CH2:17]4)=[N:22]3)[N:10]=[C:5]2[S:4][C:3]=1[CH3:14].[Br:1][C:2]1[N:6]2[C:7](=[O:13])[CH:8]=[C:9]([CH2:11][N:22]3[C:18]([CH:15]4[CH2:17][CH2:16]4)=[C:19]([F:27])[C:20]([C:23]([F:26])([F:24])[F:25])=[N:21]3)[N:10]=[C:5]2[S:4][C:3]=1[CH3:14]. (5) Given the reactants [Cl:1][C:2]1[CH:7]=[CH:6][CH:5]=[CH:4][C:3]=1[C:8]1[C:9]([C:15]2[CH:20]=[CH:19][C:18]([Cl:21])=[CH:17][CH:16]=2)=[CH:10][C:11](F)=[N:12][CH:13]=1.[NH2:22][NH2:23], predict the reaction product. The product is: [Cl:1][C:2]1[CH:7]=[CH:6][CH:5]=[CH:4][C:3]=1[C:8]1[C:9]([C:15]2[CH:20]=[CH:19][C:18]([Cl:21])=[CH:17][CH:16]=2)=[CH:10][C:11]([NH:22][NH2:23])=[N:12][CH:13]=1. (6) Given the reactants [CH3:1][N:2]1[CH:6]=[CH:5][N:4]=[C:3]1[C:7]1[CH:8]=[C:9]([CH:15]=[CH:16][CH:17]=1)[C:10]([O:12]CC)=O.[C:18]([O:21][C:22]([CH3:25])([CH3:24])[CH3:23])(=[O:20])[CH3:19].[Li], predict the reaction product. The product is: [C:22]([O:21][C:18](=[O:20])[CH2:19][C:10]([C:9]1[CH:15]=[CH:16][CH:17]=[C:7]([C:3]2[N:2]([CH3:1])[CH:6]=[CH:5][N:4]=2)[CH:8]=1)=[O:12])([CH3:25])([CH3:24])[CH3:23].